This data is from Full USPTO retrosynthesis dataset with 1.9M reactions from patents (1976-2016). The task is: Predict the reactants needed to synthesize the given product. (1) Given the product [NH2:29][C@H:30]([C:34]1[CH:39]=[CH:38][C:37]([F:40])=[CH:36][CH:35]=1)[C:31]([N:9]([C:4]1[CH:5]=[CH:6][C:7]([CH3:8])=[C:2]([CH3:1])[CH:3]=1)[CH2:10][CH2:11][C:12]1[CH:17]=[CH:16][C:15]([C:18]([F:20])([F:19])[F:21])=[CH:14][CH:13]=1)=[O:32], predict the reactants needed to synthesize it. The reactants are: [CH3:1][C:2]1[CH:3]=[C:4]([NH:9][CH2:10][CH2:11][C:12]2[CH:17]=[CH:16][C:15]([C:18]([F:21])([F:20])[F:19])=[CH:14][CH:13]=2)[CH:5]=[CH:6][C:7]=1[CH3:8].C(OC([NH:29][CH:30]([C:34]1[CH:39]=[CH:38][C:37]([F:40])=[CH:36][CH:35]=1)[C:31](O)=[O:32])=O)(C)(C)C. (2) Given the product [ClH:1].[ClH:1].[OH:12][C:13]1[CH:14]=[C:15]([C:20]2[C:22]([C:24]3[CH:29]=[CH:28][C:27]([OH:30])=[C:26]([OH:31])[CH:25]=3)=[N:10][C:4]3[C:3](=[CH:8][CH:7]=[C:6]([NH2:9])[CH:5]=3)[N:11]=2)[CH:16]=[CH:17][C:18]=1[OH:19], predict the reactants needed to synthesize it. The reactants are: [ClH:1].Cl.[C:3]1([NH2:11])[C:4]([NH2:10])=[CH:5][C:6]([NH2:9])=[CH:7][CH:8]=1.[OH:12][C:13]1[CH:14]=[C:15]([C:20]([C:22]([C:24]2[CH:29]=[CH:28][C:27]([OH:30])=[C:26]([OH:31])[CH:25]=2)=O)=O)[CH:16]=[CH:17][C:18]=1[OH:19].C(OCC)C. (3) The reactants are: Br[C:2]1[CH:7]=[CH:6][C:5]([C:8]2[C:9]3[C:14]([C:15]([C:22]4[CH:27]=[CH:26][CH:25]=[CH:24][CH:23]=4)=[C:16]4[C:21]=2[CH:20]=[CH:19][CH:18]=[CH:17]4)=[CH:13][CH:12]=[CH:11][CH:10]=3)=[CH:4][CH:3]=1.C([Li])CCC.[B:33]([O:38]C)(OC)[O:34]C.Cl. Given the product [C:5]1([C:8]2[C:9]3[C:14](=[CH:13][CH:12]=[CH:11][CH:10]=3)[C:15]([C:22]3[CH:23]=[CH:24][C:25]([B:33]([OH:38])[OH:34])=[CH:26][CH:27]=3)=[C:16]3[C:21]=2[CH:20]=[CH:19][CH:18]=[CH:17]3)[CH:6]=[CH:7][CH:2]=[CH:3][CH:4]=1, predict the reactants needed to synthesize it.